This data is from Full USPTO retrosynthesis dataset with 1.9M reactions from patents (1976-2016). The task is: Predict the reactants needed to synthesize the given product. Given the product [Cl:17][C:15]1[CH:16]=[C:8]2[C:9](=[C:13]([CH3:21])[C:14]=1[Cl:18])[C:10](=[O:11])[O:12][CH2:7]2, predict the reactants needed to synthesize it. The reactants are: C([SiH2]O[C:7](C)(C)[C:8]1[CH:16]=[C:15]([Cl:17])[C:14]([Cl:18])=[CH:13][C:9]=1[C:10]([OH:12])=[O:11])(C)(C)C.[CH:21]([Li])(CC)C.CI.Cl.